Dataset: Catalyst prediction with 721,799 reactions and 888 catalyst types from USPTO. Task: Predict which catalyst facilitates the given reaction. (1) Reactant: [CH2:1]([C:3]1[CH:9]=[CH:8][CH:7]=[C:6]([N+:10]([O-:12])=[O:11])[C:4]=1N)[CH3:2].[BrH:13].N([O-])=O.[Na+]. Product: [Br:13][C:4]1[C:6]([N+:10]([O-:12])=[O:11])=[CH:7][CH:8]=[CH:9][C:3]=1[CH2:1][CH3:2]. The catalyst class is: 6. (2) Reactant: [CH3:1][C:2]1[CH:3]=[CH:4][C:5]([C:8]2[C:12]3[C:13]([CH3:19])=[CH:14][C:15]([CH3:18])=[C:16]([CH3:17])[C:11]=3[O:10][CH:9]=2)=[N:6][CH:7]=1. Product: [CH3:1][C:2]1[CH:3]=[CH:4][C:5]([CH:8]2[C:12]3[C:13]([CH3:19])=[CH:14][C:15]([CH3:18])=[C:16]([CH3:17])[C:11]=3[O:10][CH2:9]2)=[N:6][CH:7]=1. The catalyst class is: 5. (3) Reactant: C([BH3-])#N.[Na+].[C:5]([O:9][C:10]([N:12]1[CH:17]=[C:16]([C:18]2([CH2:29][C:30]3[CH:35]=[C:34]([Cl:36])[N:33]=[C:32]([Cl:37])[CH:31]=3)[C:26]3[C:21](=[CH:22][C:23]([Cl:27])=[CH:24][CH:25]=3)[NH:20][C:19]2=[O:28])[CH2:15][CH2:14][CH2:13]1)=[O:11])([CH3:8])([CH3:7])[CH3:6]. Product: [C:5]([O:9][C:10]([N:12]1[CH:17]=[C:16]([C:18]2([CH2:29][C:30]3[CH:35]=[C:34]([Cl:36])[N:33]=[C:32]([Cl:37])[CH:31]=3)[C:26]3[C:21](=[CH:22][C:23]([Cl:27])=[CH:24][CH:25]=3)[NH:20][C:19]2=[O:28])[CH:15]=[CH:14][CH2:13]1)=[O:11])([CH3:8])([CH3:6])[CH3:7]. The catalyst class is: 15. (4) Reactant: [NH2:1][C:2]1[N:7]=[C:6](Cl)[N:5]=[C:4]([CH3:9])[N:3]=1.C([O-])([O-])=O.[K+].[K+].[CH3:16][C:17]1[CH:18]=[C:19]([CH2:23][CH2:24][C@@H:25]([NH2:30])[CH:26]2[CH2:29][CH2:28][CH2:27]2)[CH:20]=[CH:21][CH:22]=1. Product: [NH2:1][C:2]1[N:7]=[C:6]([NH:30][C@@H:25]([CH:26]2[CH2:29][CH2:28][CH2:27]2)[CH2:24][CH2:23][C:19]2[CH:20]=[CH:21][CH:22]=[C:17]([CH3:16])[CH:18]=2)[N:5]=[C:4]([CH3:9])[N:3]=1. The catalyst class is: 10. (5) Reactant: [C:1]([C:4]1[CH:5]=[C:6]([CH:11]=[CH:12][C:13]=1[OH:14])[C:7]([O:9][CH3:10])=[O:8])(=[O:3])[CH3:2].N1C=CC=CC=1.[Br:21]Br. Product: [C:1]([C:4]1[CH:5]=[C:6]([CH:11]=[C:12]([Br:21])[C:13]=1[OH:14])[C:7]([O:9][CH3:10])=[O:8])(=[O:3])[CH3:2]. The catalyst class is: 2. (6) Reactant: [OH:1][C:2]1[CH:9]=[C:8]([O:10][CH:11]2[CH2:16][CH2:15][CH2:14][CH2:13][O:12]2)[CH:7]=[C:6]([CH2:17][O:18][CH3:19])[C:3]=1[CH:4]=[O:5].[O:20](S(C(F)(F)F)(=O)=O)[S:21]([C:24]([F:27])([F:26])[F:25])(=O)=[O:22]. Product: [CH:4]([C:3]1[C:6]([CH2:17][O:18][CH3:19])=[CH:7][C:8]([O:10][CH:11]2[CH2:16][CH2:15][CH2:14][CH2:13][O:12]2)=[CH:9][C:2]=1[O:1][S:21]([C:24]([F:27])([F:26])[F:25])(=[O:22])=[O:20])=[O:5]. The catalyst class is: 46.